From a dataset of Reaction yield outcomes from USPTO patents with 853,638 reactions. Predict the reaction yield, written as a fraction of the theoretical maximum amount of product (1.0 means a 100% yield; for example, 0.34 means a 34% yield). (1) The yield is 0.810. The reactants are [NH2:1][C:2]1[CH:7]=[CH:6][C:5]([Br:8])=[CH:4][C:3]=1[NH:9][C:10]1[CH:15]=[CH:14][N:13]=[C:12]([NH2:16])[N:11]=1.[Cl:17][C:18]([Cl:25])([Cl:24])[CH2:19]C(=N)OC. The catalyst is C(O)(=O)C.O. The product is [Br:8][C:5]1[CH:6]=[CH:7][C:2]2[N:1]=[C:19]([C:18]([Cl:25])([Cl:24])[Cl:17])[N:9]([C:10]3[CH:15]=[CH:14][N:13]=[C:12]([NH2:16])[N:11]=3)[C:3]=2[CH:4]=1. (2) The product is [CH3:17][C:16]1[O:15][N:14]=[C:13]([C:18]2[CH:19]=[N:20][CH:21]=[CH:22][CH:23]=2)[C:12]=1[CH2:11][O:10][C:7]1[CH:8]=[CH:9][C:4]([C:3]([NH:53][CH2:52][C:51]([F:55])([F:54])[F:50])=[O:24])=[CH:5][N:6]=1. No catalyst specified. The yield is 0.890. The reactants are CO[C:3](=[O:24])[C:4]1[CH:9]=[CH:8][C:7]([O:10][CH2:11][C:12]2[C:13]([C:18]3[CH:19]=[N:20][CH:21]=[CH:22][CH:23]=3)=[N:14][O:15][C:16]=2[CH3:17])=[N:6][CH:5]=1.COC(=O)C1C=CC(OCC2C(C3C=CC=C(F)C=3)=NOC=2C)=NC=1.[F:50][C:51]([F:55])([F:54])[CH2:52][NH2:53]. (3) The reactants are [OH:1][CH2:2][C:3]1[CH:4]=[C:5]2[C:9](=[CH:10][CH:11]=1)[C:8](=[O:12])[NH:7][CH2:6]2. The catalyst is CO.C(Cl)Cl.O=[Mn]=O. The product is [O:12]=[C:8]1[C:9]2[C:5](=[CH:4][C:3]([CH:2]=[O:1])=[CH:11][CH:10]=2)[CH2:6][NH:7]1. The yield is 0.960. (4) The reactants are [CH2:1]([N:3]([CH2:10][CH2:11]O)[C:4]1[CH:9]=[CH:8][CH:7]=[CH:6][CH:5]=1)[CH3:2].O=S(Cl)[Cl:15]. The catalyst is C(Cl)Cl. The product is [Cl:15][CH2:11][CH2:10][N:3]([CH2:1][CH3:2])[C:4]1[CH:9]=[CH:8][CH:7]=[CH:6][CH:5]=1. The yield is 0.500. (5) The reactants are [CH3:1][Mg]Br.[Br:4][C:5]1[CH:16]=[CH:15][C:8]([C:9](N(OC)C)=[O:10])=[C:7]([Cl:17])[CH:6]=1.[Cl-].[NH4+]. The product is [Br:4][C:5]1[CH:16]=[CH:15][C:8]([C:9](=[O:10])[CH3:1])=[C:7]([Cl:17])[CH:6]=1. The catalyst is O1CCCC1. The yield is 0.370.